The task is: Predict the reaction yield, written as a fraction of the theoretical maximum amount of product (1.0 means a 100% yield; for example, 0.34 means a 34% yield).. This data is from Reaction yield outcomes from USPTO patents with 853,638 reactions. The reactants are [CH2:1]=O.Cl.[CH3:4][NH:5][CH3:6].[NH:7]1[CH:11]=[CH:10][CH:9]=[CH:8]1.[OH-].[Na+]. No catalyst specified. The product is [CH3:4][N:5]([CH2:1][C:8]1[NH:7][CH:11]=[CH:10][CH:9]=1)[CH3:6]. The yield is 1.00.